Dataset: Full USPTO retrosynthesis dataset with 1.9M reactions from patents (1976-2016). Task: Predict the reactants needed to synthesize the given product. Given the product [NH2:12][C:9]1[CH:10]=[CH:11][C:4]([CH2:3][CH:2]([CH3:15])[CH3:1])=[C:5]([CH:8]=1)[C:6]#[N:7], predict the reactants needed to synthesize it. The reactants are: [CH3:1][CH:2]([CH3:15])[CH2:3][C:4]1[CH:11]=[CH:10][C:9]([N+:12]([O-])=O)=[CH:8][C:5]=1[C:6]#[N:7].C([O-])=O.[NH4+].